This data is from Forward reaction prediction with 1.9M reactions from USPTO patents (1976-2016). The task is: Predict the product of the given reaction. (1) Given the reactants C(N(CC)CC)C.[CH3:8][S:9](Cl)(=[O:11])=[O:10].[NH2:13][C:14]1[N:19]=[C:18]([N:20]2[C@H:25]([CH3:26])[CH2:24][O:23][C@H:22]([CH2:27][OH:28])[CH2:21]2)[CH:17]=[C:16]([Cl:29])[N:15]=1.C([O-])(O)=O.[Na+], predict the reaction product. The product is: [CH3:8][S:9]([O:28][CH2:27][C@H:22]1[O:23][CH2:24][C@@H:25]([CH3:26])[N:20]([C:18]2[CH:17]=[C:16]([Cl:29])[N:15]=[C:14]([NH2:13])[N:19]=2)[CH2:21]1)(=[O:11])=[O:10]. (2) Given the reactants [N:1]1[CH:6]=[CH:5][CH:4]=[CH:3][C:2]=1[C:7]1[CH:11]=[C:10]([C:12]2[O:16][N:15]=[C:14]([C:17]3[CH:22]=[CH:21][C:20]([CH3:23])=[CH:19][CH:18]=3)[N:13]=2)[O:9][N:8]=1.[Br:24]N1C(=O)CCC1=O, predict the reaction product. The product is: [Br:24][C:11]1[C:7]([C:2]2[CH:3]=[CH:4][CH:5]=[CH:6][N:1]=2)=[N:8][O:9][C:10]=1[C:12]1[O:16][N:15]=[C:14]([C:17]2[CH:22]=[CH:21][C:20]([CH3:23])=[CH:19][CH:18]=2)[N:13]=1. (3) Given the reactants [OH-].[Na+:2].[Cl:3][C:4]1[CH:5]=[CH:6][C:7]([NH:14][C:15]([C:17]2[CH:22]=[CH:21][CH:20]=[C:19]([C:23]3[CH:28]=[CH:27][N:26]=[CH:25][CH:24]=3)[CH:18]=2)=[O:16])=[C:8]([CH:13]=1)[C:9]([O:11]C)=[O:10], predict the reaction product. The product is: [Cl:3][C:4]1[CH:5]=[CH:6][C:7]([NH:14][C:15]([C:17]2[CH:22]=[CH:21][CH:20]=[C:19]([C:23]3[CH:28]=[CH:27][N:26]=[CH:25][CH:24]=3)[CH:18]=2)=[O:16])=[C:8]([CH:13]=1)[C:9]([O-:11])=[O:10].[Na+:2]. (4) Given the reactants CC(OC(/N=N/C(OC(C)C)=O)=O)C.C1(P(C2C=CC=CC=2)C2C=CC=CC=2)C=CC=CC=1.[C:34]1(=[O:44])[C:42]2[C:37](=[CH:38][CH:39]=[CH:40][CH:41]=2)[C:36](=[O:43])[NH:35]1.[F:45][C:46]([F:61])([F:60])[C:47]1[CH:52]=[CH:51][N:50]=[C:49]([CH2:53][CH:54]2[CH2:58][CH2:57][CH2:56][CH:55]2O)[CH:48]=1, predict the reaction product. The product is: [F:61][C:46]([F:45])([F:60])[C:47]1[CH:52]=[CH:51][N:50]=[C:49]([CH2:53][CH:54]2[CH2:58][CH2:57][CH2:56][CH:55]2[N:35]2[C:36](=[O:43])[C:37]3[C:42](=[CH:41][CH:40]=[CH:39][CH:38]=3)[C:34]2=[O:44])[CH:48]=1.